From a dataset of Reaction yield outcomes from USPTO patents with 853,638 reactions. Predict the reaction yield, written as a fraction of the theoretical maximum amount of product (1.0 means a 100% yield; for example, 0.34 means a 34% yield). (1) The reactants are [Cl:1][C:2]1[C:7]([F:8])=[CH:6][CH:5]=[C:4]([Cl:9])[C:3]=1[C@H:10]([O:12][C:13]1[C:18]([NH2:19])=[N:17][CH:16]=[C:15]2[NH:20][CH:21]=[CH:22][C:14]=12)[CH3:11].C([O-])([O-])=O.[Cs+].[Cs+].[C:29](OCC)(=O)[CH3:30]. The catalyst is CN(C=O)C. The product is [Cl:1][C:2]1[C:7]([F:8])=[CH:6][CH:5]=[C:4]([Cl:9])[C:3]=1[C@H:10]([O:12][C:13]1[C:18]([NH2:19])=[N:17][CH:16]=[C:15]2[N:20]([CH2:29][CH3:30])[CH:21]=[CH:22][C:14]=12)[CH3:11]. The yield is 0.440. (2) The reactants are [O:1]=[C:2]1[N:6]([C:7]([O:9][C:10]([CH3:13])([CH3:12])[CH3:11])=[O:8])[C@H:5]([C:14]([O:16][CH2:17][CH3:18])=[O:15])[CH2:4][CH2:3]1.O.[C:20](=O)(O)[O-].[Na+]. The catalyst is O1CCCC1. The product is [CH2:17]([O:16][C:14](=[O:15])[C@@H:5]([NH:6][C:7]([O:9][C:10]([CH3:13])([CH3:12])[CH3:11])=[O:8])[CH2:4][CH2:3][C:2](=[O:1])[CH3:20])[CH3:18]. The yield is 0.970. (3) The reactants are [NH2:1][CH:2]([CH2:12][C:13]1[CH:18]=[CH:17][C:16]([CH3:19])=[C:15]([O:20][C:21]([F:26])([F:25])[CH:22]([F:24])[F:23])[CH:14]=1)[CH:3]([C:5]1[CH:10]=[CH:9][C:8]([F:11])=[CH:7][CH:6]=1)[OH:4].[C:27]1([C:38](O)=[O:39])[CH:28]=[CH:29][CH:30]=[C:31]2[CH2:37][CH2:36][CH2:35][CH:34]=[CH:33][C:32]=12.Cl.C(N=C=NCCCN(C)C)C.ON1C2C=CC=CC=2N=N1. The catalyst is C(#N)C.O. The product is [F:11][C:8]1[CH:9]=[CH:10][C:5]([CH:3]([OH:4])[CH:2]([NH:1][C:38]([C:27]2[CH:28]=[CH:29][CH:30]=[C:31]3[CH2:37][CH2:36][CH2:35][CH:34]=[CH:33][C:32]=23)=[O:39])[CH2:12][C:13]2[CH:18]=[CH:17][C:16]([CH3:19])=[C:15]([O:20][C:21]([F:26])([F:25])[CH:22]([F:24])[F:23])[CH:14]=2)=[CH:6][CH:7]=1. The yield is 0.830.